This data is from Catalyst prediction with 721,799 reactions and 888 catalyst types from USPTO. The task is: Predict which catalyst facilitates the given reaction. Reactant: [CH2:1]([C:3]1[CH:8]=[C:7]([CH3:9])[CH:6]=[C:5]([CH2:10][CH3:11])[C:4]=1[C:12](=[O:18])[C:13]([O:15]CC)=[O:14])[CH3:2].[OH-].[Na+]. Product: [CH2:10]([C:5]1[CH:6]=[C:7]([CH3:9])[CH:8]=[C:3]([CH2:1][CH3:2])[C:4]=1[C:12](=[O:18])[C:13]([OH:15])=[O:14])[CH3:11]. The catalyst class is: 7.